Dataset: Reaction yield outcomes from USPTO patents with 853,638 reactions. Task: Predict the reaction yield, written as a fraction of the theoretical maximum amount of product (1.0 means a 100% yield; for example, 0.34 means a 34% yield). (1) The reactants are [CH2:1]([N:5]1[C:14]2[CH:13]=[CH:12][CH:11]=[C:10]3[C:15]([CH3:19])([CH3:18])[CH2:16][CH2:17][N:8]([C:9]=23)[C:7](=[O:20])[C:6]1=[O:21])/[CH:2]=[CH:3]/[CH3:4].C[N+]1([O-])CC[O:26]CC1.C(OO)(C)(C)C.OS([O-])(=O)=O.[Na+].[OH2:42]. The catalyst is CC(C)=O.[Os](=O)(=O)(=O)=O.CC(O)(C)C. The product is [OH:42][CH:2]([CH:3]([OH:26])[CH3:4])[CH2:1][N:5]1[C:14]2[CH:13]=[CH:12][CH:11]=[C:10]3[C:15]([CH3:18])([CH3:19])[CH2:16][CH2:17][N:8]([C:9]=23)[C:7](=[O:20])[C:6]1=[O:21]. The yield is 0.710. (2) The reactants are C[Si]([CH:5]=[CH:6][CH2:7][NH2:8])(C)C.C([Li])CCC.[CH2:14]([Sn:18](Cl)([CH2:23][CH2:24][CH2:25][CH3:26])[CH2:19][CH2:20][CH2:21][CH3:22])[CH2:15][CH2:16][CH3:17]. The catalyst is C(OCC)C. The product is [CH2:23]([Sn:18]([CH2:14][CH2:15][CH2:16][CH3:17])([CH2:19][CH2:20][CH2:21][CH3:22])/[CH:5]=[CH:6]\[CH2:7][NH2:8])[CH2:24][CH2:25][CH3:26]. The yield is 0.710. (3) The reactants are [CH2:1]([N:8]1[C:12]2[N:13]=[CH:14][N:15]=[C:16](Cl)[C:11]=2[C:10]([C:18]([F:21])([F:20])[F:19])=[CH:9]1)[C:2]1[CH:7]=[CH:6][CH:5]=[CH:4][CH:3]=1.[NH4+:22].[OH-]. The catalyst is O1CCOCC1. The product is [CH2:1]([N:8]1[C:12]2[N:13]=[CH:14][N:15]=[C:16]([NH2:22])[C:11]=2[C:10]([C:18]([F:21])([F:20])[F:19])=[CH:9]1)[C:2]1[CH:7]=[CH:6][CH:5]=[CH:4][CH:3]=1. The yield is 0.720. (4) The reactants are C(O[C@H]1CC[C@@]([C@H]2CC[C@@]3(C)[C@@H](CCC3=C)[C@@H]2CN2C=NC=N2)(C)[C@@H](CO[Si](C(C)(C)C)(C)C)C1)(=O)C.C[O-].[Na+].[N:41]1([CH2:46][C@@H:47]2[C@@H:55]([C@@:56]3([CH3:72])[CH2:61][CH2:60][C@H:59]([OH:62])[CH2:58][C@@H:57]3[CH2:63][O:64][Si](C(C)(C)C)(C)C)[CH2:54][CH2:53][C@@:52]3([CH3:73])[C@H:48]2[CH2:49][CH2:50][C:51]3=[CH2:74])[CH:45]=[CH:44][CH:43]=[N:42]1. The catalyst is CO.C(O)(=O)C.O. The product is [N:41]1([CH2:46][C@@H:47]2[C@@H:55]([C@@:56]3([CH3:72])[CH2:61][CH2:60][C@H:59]([OH:62])[CH2:58][C@@H:57]3[CH2:63][OH:64])[CH2:54][CH2:53][C@@:52]3([CH3:73])[C@H:48]2[CH2:49][CH2:50][C:51]3=[CH2:74])[CH:45]=[CH:44][CH:43]=[N:42]1. The yield is 0.560. (5) The reactants are [CH2:1]([CH:3]([CH2:8][CH3:9])[CH2:4][C:5]([OH:7])=O)[CH3:2].S(Cl)(Cl)=O.[CH3:14][C:15]1[CH:20]=[C:19]([N:21]2[CH2:26][CH2:25][O:24][CH2:23][CH2:22]2)[CH:18]=[C:17]([CH3:27])[C:16]=1[NH2:28].C(=O)(O)[O-].[Na+].[Cl-].[Na+].O.O. The catalyst is C(#N)C. The product is [CH3:14][C:15]1[CH:20]=[C:19]([N:21]2[CH2:26][CH2:25][O:24][CH2:23][CH2:22]2)[CH:18]=[C:17]([CH3:27])[C:16]=1[NH:28][C:5](=[O:7])[CH2:4][CH:3]([CH2:1][CH3:2])[CH2:8][CH3:9]. The yield is 0.300. (6) The reactants are [CH3:1][O:2][C:3]1[CH:4]=[C:5]([CH:9]=[CH:10][CH:11]=1)[C:6](Cl)=[O:7].[CH:12]([C:15]1[CH:16]=[C:17]([C:25]2[CH:30]=[CH:29][CH:28]=[CH:27][CH:26]=2)[CH:18]=[C:19]([CH:22]([CH3:24])[CH3:23])[C:20]=1[NH2:21])([CH3:14])[CH3:13].N1C=CC=CC=1.O. The catalyst is ClCCl. The product is [CH:22]([C:19]1[CH:18]=[C:17]([C:25]2[CH:26]=[CH:27][CH:28]=[CH:29][CH:30]=2)[CH:16]=[C:15]([CH:12]([CH3:14])[CH3:13])[C:20]=1[NH:21][C:6](=[O:7])[C:5]1[CH:9]=[CH:10][CH:11]=[C:3]([O:2][CH3:1])[CH:4]=1)([CH3:23])[CH3:24]. The yield is 0.650. (7) The reactants are CC(C)[O-].[Al+3].CC(C)[O-].CC(C)[O-].[CH3:14][O:15][C:16]1[CH:25]=[C:24]2[C:19]([C:20](=O)[CH2:21][CH2:22][CH:23]2[CH2:26][C:27]#[N:28])=[CH:18][CH:17]=1. The catalyst is C(O)(C)C. The product is [CH3:14][O:15][C:16]1[CH:25]=[C:24]2[C:19]([CH:20]=[CH:21][CH2:22][CH:23]2[CH2:26][C:27]#[N:28])=[CH:18][CH:17]=1. The yield is 0.850. (8) The reactants are Br[C:2]1[CH:3]=[CH:4][C:5]2[N:11]3[C:12]([CH3:15])=[N:13][N:14]=[C:10]3[C@H:9]([CH3:16])[CH2:8][N:7]([C:17]3[CH:24]=[CH:23][C:20]([C:21]#[N:22])=[CH:19][CH:18]=3)[C:6]=2[CH:25]=1.CC1([CH2+])C(C)(C)OB([C:34]2[CH:39]=[CH:38][C:37](=[O:40])[NH:36][CH:35]=2)O1.C(=O)([O-])[O-].[Cs+].[Cs+].C1(C)C=CC=CC=1. The catalyst is O.[Pd].C1(P(C2C=CC=CC=2)C2C=CC=CC=2)C=CC=CC=1.C1(P(C2C=CC=CC=2)C2C=CC=CC=2)C=CC=CC=1.C1(P(C2C=CC=CC=2)C2C=CC=CC=2)C=CC=CC=1.C1(P(C2C=CC=CC=2)C2C=CC=CC=2)C=CC=CC=1.C(O)C. The product is [CH3:15][C:12]1[N:11]2[C:5]3[CH:4]=[CH:3][C:2]([C:34]4[CH:39]=[CH:38][C:37](=[O:40])[NH:36][CH:35]=4)=[CH:25][C:6]=3[N:7]([C:17]3[CH:24]=[CH:23][C:20]([C:21]#[N:22])=[CH:19][CH:18]=3)[CH2:8][C@@H:9]([CH3:16])[C:10]2=[N:14][N:13]=1. The yield is 0.490. (9) The product is [CH3:1][N:2]1[C:10]2[C:5](=[CH:6][C:7]([OH:11])=[CH:8][CH:9]=2)[CH:4]=[C:3]1[C:19](=[O:21])[NH2:20]. The reactants are [CH3:1][N:2]1[C:10]2[C:5](=[CH:6][C:7]([O:11]CC3C=CC=CC=3)=[CH:8][CH:9]=2)[CH:4]=[C:3]1[C:19](=[O:21])[NH2:20]. The catalyst is CO.[Pd]. The yield is 0.950.